The task is: Predict the product of the given reaction.. This data is from Forward reaction prediction with 1.9M reactions from USPTO patents (1976-2016). (1) Given the reactants [CH3:1][C:2]1[CH:7]=[CH:6][C:5]([CH2:8][CH2:9][N:10]([C:13]2[CH:18]=[CH:17][C:16]([CH3:19])=[CH:15][CH:14]=2)[N:11]=O)=[CH:4][N:3]=1.S([O-])([O-])(=O)=S.[Na+].[Na+], predict the reaction product. The product is: [CH3:1][C:2]1[CH:7]=[CH:6][C:5]([CH2:8][CH2:9][N:10]([C:13]2[CH:14]=[CH:15][C:16]([CH3:19])=[CH:17][CH:18]=2)[NH2:11])=[CH:4][N:3]=1. (2) Given the reactants C(N(CC)C(C)C)(C)C.[F:10][C:11]1[CH:19]=[C:18]2[C:14]([C:15]([C:21]3[N:22]=[C:23]4[C:29]([C:30]([OH:32])=O)=[CH:28][N:27]([CH2:33][O:34][CH2:35][CH2:36][Si:37]([CH3:40])([CH3:39])[CH3:38])[C:24]4=[N:25][CH:26]=3)=[N:16][N:17]2[CH3:20])=[CH:13][CH:12]=1.CN(C(ON1N=NC2C=CC=NC1=2)=[N+](C)C)C.F[P-](F)(F)(F)(F)F.FC(F)(F)C(O)=O.[NH2:72][C@@H:73]1[CH2:77][CH2:76][C@H:75]([OH:78])[CH2:74]1, predict the reaction product. The product is: [OH:78][C@@H:75]1[CH2:76][CH2:77][C@H:73]([NH:72][C:30]([C:29]2[C:23]3[C:24](=[N:25][CH:26]=[C:21]([C:15]4[C:14]5[C:18](=[CH:19][C:11]([F:10])=[CH:12][CH:13]=5)[N:17]([CH3:20])[N:16]=4)[N:22]=3)[N:27]([CH2:33][O:34][CH2:35][CH2:36][Si:37]([CH3:40])([CH3:39])[CH3:38])[CH:28]=2)=[O:32])[CH2:74]1.